From a dataset of Reaction yield outcomes from USPTO patents with 853,638 reactions. Predict the reaction yield, written as a fraction of the theoretical maximum amount of product (1.0 means a 100% yield; for example, 0.34 means a 34% yield). The reactants are [Br:1][C:2]1[CH:6]=[N:5][N:4]([CH3:7])[C:3]=1[C:8]1[CH:9]=[C:10]([NH2:16])[CH:11]=[CH:12][C:13]=1[O:14][CH3:15].[F:17][C:18]([F:30])([F:29])[O:19][C:20]1[CH:25]=[CH:24][C:23]([N:26]=[C:27]=[O:28])=[CH:22][CH:21]=1. The catalyst is C(Cl)Cl. The product is [Br:1][C:2]1[CH:6]=[N:5][N:4]([CH3:7])[C:3]=1[C:8]1[CH:9]=[C:10]([NH:16][C:27]([NH:26][C:23]2[CH:24]=[CH:25][C:20]([O:19][C:18]([F:17])([F:29])[F:30])=[CH:21][CH:22]=2)=[O:28])[CH:11]=[CH:12][C:13]=1[O:14][CH3:15]. The yield is 0.580.